From a dataset of Reaction yield outcomes from USPTO patents with 853,638 reactions. Predict the reaction yield, written as a fraction of the theoretical maximum amount of product (1.0 means a 100% yield; for example, 0.34 means a 34% yield). (1) The reactants are [Na].Br[C:3]1[N:4]([CH:19]2[CH2:24][CH2:23][CH2:22][CH2:21][O:20]2)[C:5]2[C:10]([N:11]=1)=[C:9]([NH2:12])[N:8]=[C:7]([O:13][CH2:14][CH2:15][O:16][CH2:17][CH3:18])[N:6]=2.[CH3:25][OH:26]. No catalyst specified. The product is [CH2:17]([O:16][CH2:15][CH2:14][O:13][C:7]1[N:6]=[C:5]2[C:10]([N:11]=[C:3]([O:26][CH3:25])[N:4]2[CH:19]2[CH2:24][CH2:23][CH2:22][CH2:21][O:20]2)=[C:9]([NH2:12])[N:8]=1)[CH3:18]. The yield is 0.784. (2) The reactants are C(OC([N:8]1[CH2:13][CH2:12][CH:11]([N:14]([CH3:35])[C:15](=[O:34])[C:16]2[CH:21]=[CH:20][C:19]([C:22]3[NH:23][C:24](=[O:33])[C:25]4[C:30]([CH:31]=3)=[C:29]([CH3:32])[CH:28]=[CH:27][CH:26]=4)=[CH:18][CH:17]=2)[CH2:10][CH2:9]1)=O)(C)(C)C.C(Cl)Cl.C(O)(C(F)(F)F)=O. No catalyst specified. The product is [CH3:35][N:14]([CH:11]1[CH2:12][CH2:13][NH:8][CH2:9][CH2:10]1)[C:15](=[O:34])[C:16]1[CH:21]=[CH:20][C:19]([C:22]2[NH:23][C:24](=[O:33])[C:25]3[C:30]([CH:31]=2)=[C:29]([CH3:32])[CH:28]=[CH:27][CH:26]=3)=[CH:18][CH:17]=1. The yield is 0.140. (3) The reactants are C(O[C:6]([N:8]1[CH2:12][CH2:11][C@H:10]([NH:13][C:14]2[C:15]3[CH2:23][N:22]([C:24]4[CH:25]=[N:26][C:27]([O:34][CH3:35])=[C:28]([C:30]([F:33])([F:32])[F:31])[CH:29]=4)[CH2:21][CH2:20][C:16]=3[N:17]=[CH:18][N:19]=2)[CH2:9]1)=[O:7])(C)(C)C.[C:36](O)([C:38](F)(F)F)=O.C([O-])(O)=O.[Na+].C(Cl)(=O)CC. The catalyst is C(Cl)Cl.CCOC(C)=O. The product is [CH3:35][O:34][C:27]1[N:26]=[CH:25][C:24]([N:22]2[CH2:21][CH2:20][C:16]3[N:17]=[CH:18][N:19]=[C:14]([NH:13][C@H:10]4[CH2:11][CH2:12][N:8]([C:6](=[O:7])[CH2:36][CH3:38])[CH2:9]4)[C:15]=3[CH2:23]2)=[CH:29][C:28]=1[C:30]([F:33])([F:31])[F:32]. The yield is 0.760. (4) The reactants are [NH:1]1[CH2:6][CH2:5][O:4][CH2:3][C@@H:2]1[CH2:7][OH:8].C[Si](C)(C)N[Si](C)(C)C.C[Si](C)(C)Cl.Cl[C:24]1[N:29]=[C:28]([S:30][CH2:31][CH3:32])[C:27]([C:33]([NH:35][CH2:36][C:37]2[CH:42]=[CH:41][CH:40]=[C:39]([F:43])[CH:38]=2)=[O:34])=[C:26]([CH3:44])[CH:25]=1.CCN(C(C)C)C(C)C.Cl.C([O-])(O)=O.[Na+]. The catalyst is C1COCC1.CN1C(=O)CCC1. The product is [CH2:31]([S:30][C:28]1[C:27]([C:33]([NH:35][CH2:36][C:37]2[CH:42]=[CH:41][CH:40]=[C:39]([F:43])[CH:38]=2)=[O:34])=[C:26]([CH3:44])[CH:25]=[C:24]([N:1]2[CH2:6][CH2:5][O:4][CH2:3][C@@H:2]2[CH2:7][OH:8])[N:29]=1)[CH3:32]. The yield is 0.130.